From a dataset of Forward reaction prediction with 1.9M reactions from USPTO patents (1976-2016). Predict the product of the given reaction. (1) The product is: [Cl:35][C:23]1[CH:22]=[C:21]([NH:20][C:5]2[C:4]3[C:9](=[CH:10][C:11]([O:12][CH:13]4[CH2:17][CH2:16][O:15][CH2:14]4)=[C:2]([NH:1][C:44](=[O:45])[CH:43]=[CH2:42])[CH:3]=3)[N:8]=[CH:7][C:6]=2[C:18]#[N:19])[CH:26]=[CH:25][C:24]=1[O:27][CH2:28][C:29]1[CH:34]=[CH:33][CH:32]=[CH:31][N:30]=1. Given the reactants [NH2:1][C:2]1[CH:3]=[C:4]2[C:9](=[CH:10][C:11]=1[O:12][CH:13]1[CH2:17][CH2:16][O:15][CH2:14]1)[N:8]=[CH:7][C:6]([C:18]#[N:19])=[C:5]2[NH:20][C:21]1[CH:26]=[CH:25][C:24]([O:27][CH2:28][C:29]2[CH:34]=[CH:33][CH:32]=[CH:31][N:30]=2)=[C:23]([Cl:35])[CH:22]=1.N1C=CC=CC=1.[CH2:42]1C[O:45][CH2:44][CH2:43]1.C(Cl)(=O)C=C, predict the reaction product. (2) The product is: [CH2:10]([N:13]([CH2:14][CH2:15][CH3:16])[CH2:2][CH2:1][C:3]1[CH2:8][CH2:7][CH2:6][C:5](=[O:9])[CH:4]=1)[CH2:11][CH3:12]. Given the reactants [CH:1]([C:3]1[CH2:8][CH2:7][CH2:6][C:5](=[O:9])[CH:4]=1)=[CH2:2].[CH2:10]([NH:13][CH2:14][CH2:15][CH3:16])[CH2:11][CH3:12].C([O-])([O-])=O.[Cs+].[Cs+].[K+].[Br-], predict the reaction product. (3) The product is: [N+:1]([C:4]1[CH:12]=[CH:11][CH:10]=[CH:6][C:5]=1[OH:16])([O-:3])=[O:2]. Given the reactants [N+:1]([C:4]1[CH:12]=[C:11]([N+]([O-])=O)[CH:10]=[C:6](C(O)=O)[C:5]=1[OH:16])([O-:3])=[O:2].C1C=CC2N(O)N=NC=2C=1.CC(C)N=C=NC(C)C, predict the reaction product. (4) Given the reactants [CH3:1][C:2]1[N:40]=[C:5]2[N:6]=[C:7]([C:16]3[CH:21]=[CH:20][C:19]([CH2:22][N:23]4[CH2:28][CH2:27][CH:26]([C:29]5[N:33]=[C:32]([C:34]6[CH:39]=[CH:38][CH:37]=[CH:36][N:35]=6)[NH:31][N:30]=5)[CH2:25][CH2:24]4)=[CH:18][CH:17]=3)[C:8]([C:10]3[CH:15]=[CH:14][CH:13]=[CH:12][CH:11]=3)=[CH:9][N:4]2[N:3]=1.[ClH:41], predict the reaction product. The product is: [ClH:41].[CH3:1][C:2]1[N:40]=[C:5]2[N:6]=[C:7]([C:16]3[CH:17]=[CH:18][C:19]([CH2:22][N:23]4[CH2:24][CH2:25][CH:26]([C:29]5[N:33]=[C:32]([C:34]6[CH:39]=[CH:38][CH:37]=[CH:36][N:35]=6)[NH:31][N:30]=5)[CH2:27][CH2:28]4)=[CH:20][CH:21]=3)[C:8]([C:10]3[CH:15]=[CH:14][CH:13]=[CH:12][CH:11]=3)=[CH:9][N:4]2[N:3]=1.